From a dataset of Forward reaction prediction with 1.9M reactions from USPTO patents (1976-2016). Predict the product of the given reaction. Given the reactants [F:1][C:2]1[C:7]([N:8]2[C:12]([S:13]([C:16]3[CH:21]=[CH:20][CH:19]=[CH:18][CH:17]=3)(=[O:15])=[O:14])=[CH:11][C:10]([CH:22]=O)=[N:9]2)=[CH:6][CH:5]=[CH:4][N:3]=1.[Cl-:24].[CH3:25][NH3+:26].S([O-])([O-])(=O)=O.[Mg+2].[BH4-].[Na+], predict the reaction product. The product is: [ClH:24].[F:1][C:2]1[C:7]([N:8]2[C:12]([S:13]([C:16]3[CH:21]=[CH:20][CH:19]=[CH:18][CH:17]=3)(=[O:15])=[O:14])=[CH:11][C:10]([CH2:22][NH:26][CH3:25])=[N:9]2)=[CH:6][CH:5]=[CH:4][N:3]=1.